Predict the product of the given reaction. From a dataset of Forward reaction prediction with 1.9M reactions from USPTO patents (1976-2016). (1) Given the reactants [NH2:1][C:2]1[C:7]([C:8]([F:11])([F:10])[F:9])=[CH:6][C:5]([C:12]2[CH:17]=[CH:16][CH:15]=[CH:14][C:13]=2[C:18]([F:21])([F:20])[F:19])=[CH:4][C:3]=1[NH:22][C:23]([C:25]1[CH2:29][C:28]2([CH2:34][CH2:33][CH2:32][CH2:31][CH2:30]2)[O:27][N:26]=1)=O.CC1(C)C2(CS(O)(=O)=O)C(CC1CC2)=O, predict the reaction product. The product is: [F:11][C:8]([F:9])([F:10])[C:7]1[C:2]2[NH:1][C:23]([C:25]3[CH2:29][C:28]4([CH2:30][CH2:31][CH2:32][CH2:33][CH2:34]4)[O:27][N:26]=3)=[N:22][C:3]=2[CH:4]=[C:5]([C:12]2[CH:17]=[CH:16][CH:15]=[CH:14][C:13]=2[C:18]([F:19])([F:21])[F:20])[CH:6]=1. (2) Given the reactants [NH2:1][C@@H:2]([CH2:17][C:18]1[CH:23]=[CH:22][CH:21]=[CH:20][CH:19]=1)[C@H:3]([OH:16])[CH2:4][N:5]([CH2:14][CH3:15])[NH:6][C:7]([O:9]C(C)(C)C)=O.C(O)(=O)[C:25]1[CH:30]=[CH:29][CH:28]=[CH:27][CH:26]=1.[CH3:33][S:34]([NH:37][C:38]1[S:39][CH:40]=[C:41]([C:43](O)=[O:44])[N:42]=1)(=[O:36])=[O:35], predict the reaction product. The product is: [C:7]([NH:6][N:5]([CH2:4][C@@H:3]([OH:16])[C@@H:2]([NH:1][C:43]([C:41]1[N:42]=[C:38]([NH:37][S:34]([CH3:33])(=[O:36])=[O:35])[S:39][CH:40]=1)=[O:44])[CH2:17][C:18]1[CH:19]=[CH:20][CH:21]=[CH:22][CH:23]=1)[CH2:14][CH3:15])(=[O:9])[C:25]1[CH:26]=[CH:27][CH:28]=[CH:29][CH:30]=1.